Task: Predict the reactants needed to synthesize the given product.. Dataset: Full USPTO retrosynthesis dataset with 1.9M reactions from patents (1976-2016) (1) Given the product [CH2:1]([N:8]([CH2:13][CH:14]1[CH2:19][CH2:18][CH:17]([CH2:20][O:21][Si:22]([C:25]([CH3:28])([CH3:27])[CH3:26])([CH3:23])[CH3:24])[CH2:16][CH2:15]1)[S:9]([NH:12][C:50](=[O:51])[C:49]1[CH:53]=[C:54]([C:56]([F:57])([F:58])[F:59])[CH:55]=[C:47]([C:46]([F:45])([F:60])[F:61])[CH:48]=1)(=[O:10])=[O:11])[C:2]1[CH:3]=[CH:4][CH:5]=[CH:6][CH:7]=1, predict the reactants needed to synthesize it. The reactants are: [CH2:1]([N:8]([CH2:13][CH:14]1[CH2:19][CH2:18][CH:17]([CH2:20][O:21][Si:22]([C:25]([CH3:28])([CH3:27])[CH3:26])([CH3:24])[CH3:23])[CH2:16][CH2:15]1)[S:9]([NH2:12])(=[O:11])=[O:10])[C:2]1[CH:7]=[CH:6][CH:5]=[CH:4][CH:3]=1.CN(C1C=CC=CN=1)C.CN1CCOCC1.[F:45][C:46]([F:61])([F:60])[C:47]1[CH:48]=[C:49]([CH:53]=[C:54]([C:56]([F:59])([F:58])[F:57])[CH:55]=1)[C:50](Cl)=[O:51]. (2) Given the product [C:1](=[O:14])([O:12][CH3:13])[O:2][C:3]1[CH:8]=[C:7]([N+:20]([O-:22])=[O:21])[C:6]([F:9])=[CH:5][C:4]=1[CH2:10][CH3:11], predict the reactants needed to synthesize it. The reactants are: [C:1](=[O:14])([O:12][CH3:13])[O:2][C:3]1[CH:8]=[CH:7][C:6]([F:9])=[CH:5][C:4]=1[CH2:10][CH3:11].OS(O)(=O)=O.[N+:20]([O-])([O-:22])=[O:21].[K+]. (3) Given the product [CH2:29]1[C:30]2[C:35](=[CH:34][CH:33]=[CH:32][CH:31]=2)[CH2:27][CH:28]1[NH:36][C:37]1[N:38]=[CH:39][C:40]2[CH2:45][N:44]([C:1]([O:23][CH2:22][C@@H:20]3[O:19][CH2:18][C:17]4=[N:13][CH:14]=[CH:15][N:16]4[CH2:21]3)=[O:2])[CH2:43][C:41]=2[N:42]=1, predict the reactants needed to synthesize it. The reactants are: [C:1](N1C=CN=C1)(N1C=CN=C1)=[O:2].[N:13]1[CH:14]=[CH:15][N:16]2[CH2:21][C@H:20]([CH2:22][OH:23])[O:19][CH2:18][C:17]=12.O.Cl.Cl.[CH2:27]1[C:35]2[C:30](=[CH:31][CH:32]=[CH:33][CH:34]=2)[CH2:29][CH:28]1[NH:36][C:37]1[N:38]=[CH:39][C:40]2[CH2:45][NH:44][CH2:43][C:41]=2[N:42]=1.C(N(CC)CC)C.C(=O)(O)[O-].[Na+]. (4) Given the product [Br:20][C:17]1[CH:18]=[CH:19][C:14]([C:10]2[S:11][CH:12]=[CH:13][C:9]=2[NH2:8])=[CH:15][CH:16]=1, predict the reactants needed to synthesize it. The reactants are: C(OC([NH:8][C:9]1[CH:13]=[CH:12][S:11][C:10]=1[C:14]1[CH:19]=[CH:18][C:17]([Br:20])=[CH:16][CH:15]=1)=O)(C)(C)C.Cl.O.C([O-])(O)=O.[Na+]. (5) Given the product [CH3:1][C:2]1([CH3:25])[CH2:6][C:5]2([CH2:11][CH2:10][C:9]([C:12]3[C:16]([CH2:17][N:37]([CH3:38])[CH2:36][CH2:35][N:27]([CH3:26])[C:28](=[O:34])[O:29][C:30]([CH3:31])([CH3:32])[CH3:33])=[CH:15][N:14]([CH:19]4[CH2:24][CH2:23][CH2:22][CH2:21][O:20]4)[N:13]=3)=[CH:8][CH2:7]2)[O:4][CH2:3]1, predict the reactants needed to synthesize it. The reactants are: [CH3:1][C:2]1([CH3:25])[CH2:6][C:5]2([CH2:11][CH2:10][C:9]([C:12]3[C:16]([CH:17]=O)=[CH:15][N:14]([CH:19]4[CH2:24][CH2:23][CH2:22][CH2:21][O:20]4)[N:13]=3)=[CH:8][CH2:7]2)[O:4][CH2:3]1.[CH3:26][N:27]([CH2:35][CH2:36][NH:37][CH3:38])[C:28](=[O:34])[O:29][C:30]([CH3:33])([CH3:32])[CH3:31].[BH-](OC(C)=O)(OC(C)=O)OC(C)=O.[Na+]. (6) Given the product [C:5]([C:8]1[CH:9]=[CH:10][C:11]([C:14]2[N:19]=[CH:18][C:17]([C:20]3[CH:21]=[CH:22][C:23]([C:25]#[N:27])=[CH:2][CH:1]=3)=[CH:16][N:29]=2)=[CH:12][CH:13]=1)#[N:7], predict the reactants needed to synthesize it. The reactants are: [C:1](O)(=O)[CH3:2].[C:5]([C:8]1[CH:13]=[CH:12][C:11]([C:14]2[N:19]=[CH:18][C:17]([C:20]3O[C:23]([C:25]([NH2:27])=N)=[CH:22][CH:21]=3)=[CH:16]C=2)=[CH:10][CH:9]=1)(=[NH:7])N.C[N:29](C=O)C. (7) Given the product [C:9]([O:13][C:14]([N:16]1[C:21]2[CH:22]=[C:23]([O:27][CH3:1])[C:24]([Cl:26])=[CH:25][C:20]=2[O:19][CH:18]([C:28]([N:30]2[CH2:35][CH2:34][C:33]([C:44]#[N:45])([CH2:36][C:37]3[CH:38]=[CH:39][C:40]([F:43])=[CH:41][CH:42]=3)[CH2:32][CH2:31]2)=[O:29])[CH2:17]1)=[O:15])([CH3:12])([CH3:10])[CH3:11], predict the reactants needed to synthesize it. The reactants are: [C:1]([O-])([O-])=O.[K+].[K+].CI.[C:9]([O:13][C:14]([N:16]1[C:21]2[CH:22]=[C:23]([OH:27])[C:24]([Cl:26])=[CH:25][C:20]=2[O:19][CH:18]([C:28]([N:30]2[CH2:35][CH2:34][C:33]([C:44]#[N:45])([CH2:36][C:37]3[CH:42]=[CH:41][C:40]([F:43])=[CH:39][CH:38]=3)[CH2:32][CH2:31]2)=[O:29])[CH2:17]1)=[O:15])([CH3:12])([CH3:11])[CH3:10]. (8) Given the product [CH2:4]([OH:5])[CH3:3].[C:9]([O:12][CH2:13][CH3:14])(=[O:11])[CH3:10], predict the reactants needed to synthesize it. The reactants are: C(O)(=O)/C=[CH:3]\[C:4](O)=[O:5].[C:9]([O:12][CH2:13][CH3:14])(=[O:11])[CH3:10].